From a dataset of Catalyst prediction with 721,799 reactions and 888 catalyst types from USPTO. Predict which catalyst facilitates the given reaction. The catalyst class is: 847. Product: [C:2]([O:5][C:6]([NH:8][C@H:9]([CH:10]([CH:17]1[CH2:18][CH2:19][CH2:20][CH2:21][CH2:22]1)[CH:11]1[CH2:12][CH2:13][CH2:14][CH2:15][CH2:16]1)[C:23]([OH:25])=[O:24])=[O:7])([CH3:4])([CH3:1])[CH3:3]. Reactant: [CH3:1][C:2]([O:5][C:6]([NH:8][C@@H:9]([C:23]([OH:25])=[O:24])[CH:10]([C:17]1[CH:22]=[CH:21][CH:20]=[CH:19][CH:18]=1)[C:11]1[CH:16]=[CH:15][CH:14]=[CH:13][CH:12]=1)=[O:7])([CH3:4])[CH3:3].